This data is from Reaction yield outcomes from USPTO patents with 853,638 reactions. The task is: Predict the reaction yield, written as a fraction of the theoretical maximum amount of product (1.0 means a 100% yield; for example, 0.34 means a 34% yield). (1) The reactants are C(OC(=O)C)(=O)C.[CH3:8][O:9][C:10]1[CH:11]=[C:12]([C:19]([OH:21])=[O:20])[C:13](=[CH:17][CH:18]=1)[C:14]([OH:16])=O. The catalyst is O1CCCC1. The product is [CH3:8][O:9][C:10]1[CH:11]=[C:12]2[C:19](=[O:20])[O:21][C:14](=[O:16])[C:13]2=[CH:17][CH:18]=1. The yield is 0.990. (2) The reactants are Cl.[CH3:2][C:3]1[CH:4]=[C:5]([NH:9][NH2:10])[CH:6]=[CH:7][CH:8]=1.C(O)C.[C:14]([OH:18])(=[O:17])[CH:15]=O. The catalyst is O. The product is [C:3]1([CH3:2])[CH:8]=[CH:7][CH:6]=[C:5]([NH:9][N:10]=[CH:15][C:14]([OH:18])=[O:17])[CH:4]=1. The yield is 0.690. (3) The reactants are [NH2:1][C:2]1[C:3]2[C:10]([C:11]3[CH:16]=[CH:15][C:14]([O:17][CH2:18][C:19]4[N:23]([CH2:24][O:25][C:26](=[O:31])[C:27]([CH3:30])([CH3:29])[CH3:28])[N:22]=[N:21][CH:20]=4)=[CH:13][CH:12]=3)=[CH:9][N:8]([C@@H:32]3[CH2:36][CH2:35][N:34]([C:37]([O:39][C:40]([CH3:43])([CH3:42])[CH3:41])=[O:38])[CH2:33]3)[C:4]=2[N:5]=[CH:6][N:7]=1.C1C(=O)N([Br:51])C(=O)C1. The catalyst is C(Cl)Cl. The product is [NH2:1][C:2]1[C:3]2[C:10]([C:11]3[CH:12]=[CH:13][C:14]([O:17][CH2:18][C:19]4[N:23]([CH2:24][O:25][C:26](=[O:31])[C:27]([CH3:30])([CH3:29])[CH3:28])[N:22]=[N:21][CH:20]=4)=[CH:15][CH:16]=3)=[C:9]([Br:51])[N:8]([C@@H:32]3[CH2:36][CH2:35][N:34]([C:37]([O:39][C:40]([CH3:43])([CH3:42])[CH3:41])=[O:38])[CH2:33]3)[C:4]=2[N:5]=[CH:6][N:7]=1. The yield is 0.600. (4) The reactants are [Cl:1][C:2]1[C:3]([S:11][C:12]2[CH:13]=[C:14]([CH3:18])[CH:15]=[CH:16][CH:17]=2)=[CH:4][C:5]2[N:9]=[CH:8][NH:7][C:6]=2[CH:10]=1.CCN(C(C)C)C(C)C.Cl[CH2:29][O:30][CH2:31][CH2:32][O:33][CH3:34]. The catalyst is C1COCC1. The product is [Cl:1][C:2]1[C:3]([S:11][C:12]2[CH:13]=[C:14]([CH3:18])[CH:15]=[CH:16][CH:17]=2)=[CH:4][C:5]2[N:9]=[CH:8][N:7]([CH2:29][O:30][CH2:31][CH2:32][O:33][CH3:34])[C:6]=2[CH:10]=1. The yield is 0.670. (5) The catalyst is CS(C)=O.C(OCC)(=O)C. The product is [CH3:38][C:2]1([CH3:1])[CH2:6][C:5]2[CH:7]=[C:8]([C:11]3[C:16](=[O:17])[N:15]([CH2:18][C:19]4[CH:24]=[CH:23][C:22]([C:25]5[CH:30]=[CH:29][CH:28]=[CH:27][C:26]=5[C:31]5[NH:40][C:42](=[O:45])[O:43][N:32]=5)=[CH:21][CH:20]=4)[C:14]([CH2:33][CH2:34][CH3:35])=[N:13][C:12]=3[CH2:36][CH3:37])[CH:9]=[CH:10][C:4]=2[O:3]1. The reactants are [CH3:1][C:2]1([CH3:38])[CH2:6][C:5]2[CH:7]=[C:8]([C:11]3[C:16](=[O:17])[N:15]([CH2:18][C:19]4[CH:24]=[CH:23][C:22]([C:25]5[C:26]([C:31]#[N:32])=[CH:27][CH:28]=[CH:29][CH:30]=5)=[CH:21][CH:20]=4)[C:14]([CH2:33][CH2:34][CH3:35])=[N:13][C:12]=3[CH2:36][CH3:37])[CH:9]=[CH:10][C:4]=2[O:3]1.Cl.[NH2:40]O.[C:42](=[O:45])([O-])[OH:43].[Na+]. The yield is 0.740. (6) The reactants are Cl[CH2:2][CH2:3][N:4]1[CH2:9][CH2:8][CH:7]([C:10]([O:12][CH2:13][CH3:14])=[O:11])[CH2:6][CH2:5]1.[Li+].CC([N-]C(C)C)C. The catalyst is C1COCC1. The product is [N:4]12[CH2:9][CH2:8][C:7]([C:10]([O:12][CH2:13][CH3:14])=[O:11])([CH2:6][CH2:5]1)[CH2:2][CH2:3]2. The yield is 0.957.